This data is from Forward reaction prediction with 1.9M reactions from USPTO patents (1976-2016). The task is: Predict the product of the given reaction. (1) Given the reactants [Br:1][C:2]1[CH:3]=[N:4][CH:5]=[C:6]([C:9]=1[NH:10][C:11]1[CH:12]=[N:13][C:14]([N:17]2[CH2:22][C@H:21]([CH3:23])[O:20][C@H:19]([CH3:24])[CH2:18]2)=[CH:15][CH:16]=1)[C:7]#[N:8].[OH-:25].[Na+].OO, predict the reaction product. The product is: [Br:1][C:2]1[CH:3]=[N:4][CH:5]=[C:6]([C:9]=1[NH:10][C:11]1[CH:12]=[N:13][C:14]([N:17]2[CH2:18][C@H:19]([CH3:24])[O:20][C@H:21]([CH3:23])[CH2:22]2)=[CH:15][CH:16]=1)[C:7]([NH2:8])=[O:25]. (2) Given the reactants [Cl:1][C:2]1[CH:3]=[C:4](B(O)O)[CH:5]=[CH:6][C:7]=1[Cl:8].Br[C:13](=[CH2:17])[CH2:14][CH2:15][OH:16].C(=O)([O-])[O-].[Na+].[Na+].C([O-])(O)=O.[Na+], predict the reaction product. The product is: [Cl:1][C:2]1[CH:3]=[C:4]([C:13](=[CH2:17])[CH2:14][CH2:15][OH:16])[CH:5]=[CH:6][C:7]=1[Cl:8]. (3) The product is: [F:27][C:24]([F:26])([F:25])[O:23][C:19]1[CH:18]=[C:17]([N:14]2[CH2:13][CH2:12][N:11]([C:8]3[CH:7]=[C:6]([C:5]4[N:4]=[N:3][N:2]([CH2:38][C:39]([OH:41])=[O:40])[N:1]=4)[O:10][N:9]=3)[CH2:16][CH2:15]2)[CH:22]=[CH:21][CH:20]=1. Given the reactants [N:1]1[NH:2][N:3]=[N:4][C:5]=1[C:6]1[O:10][N:9]=[C:8]([N:11]2[CH2:16][CH2:15][N:14]([C:17]3[CH:22]=[CH:21][CH:20]=[C:19]([O:23][C:24]([F:27])([F:26])[F:25])[CH:18]=3)[CH2:13][CH2:12]2)[CH:7]=1.CCN(C(C)C)C(C)C.Br[CH2:38][C:39]([O:41]CC)=[O:40].Cl, predict the reaction product. (4) Given the reactants [Cl:1][C:2]1[CH:3]=[CH:4][C:5]([C:41]#[N:42])=[C:6]([C:8]2[C:13]([O:14][CH3:15])=[CH:12][N:11]([CH:16]([CH2:33][CH2:34][O:35][C:36]([F:39])([F:38])[F:37])[C:17]([NH:19][C:20]3[CH:32]=[CH:31][C:23]([C:24]([O:26]C(C)(C)C)=[O:25])=[CH:22][CH:21]=3)=[O:18])[C:10](=[O:40])[CH:9]=2)[CH:7]=1.C(O)(C(F)(F)F)=O, predict the reaction product. The product is: [Cl:1][C:2]1[CH:3]=[CH:4][C:5]([C:41]#[N:42])=[C:6]([C:8]2[C:13]([O:14][CH3:15])=[CH:12][N:11]([CH:16]([CH2:33][CH2:34][O:35][C:36]([F:38])([F:39])[F:37])[C:17]([NH:19][C:20]3[CH:32]=[CH:31][C:23]([C:24]([OH:26])=[O:25])=[CH:22][CH:21]=3)=[O:18])[C:10](=[O:40])[CH:9]=2)[CH:7]=1. (5) Given the reactants [S:1]1[C:5]2=[CH:6][N:7]=[C:8]([C:10]([O:12]C)=[O:11])[CH:9]=[C:4]2[CH:3]=[CH:2]1.[OH-].[Na+], predict the reaction product. The product is: [S:1]1[C:5]2=[CH:6][N:7]=[C:8]([C:10]([OH:12])=[O:11])[CH:9]=[C:4]2[CH:3]=[CH:2]1.